Dataset: Reaction yield outcomes from USPTO patents with 853,638 reactions. Task: Predict the reaction yield, written as a fraction of the theoretical maximum amount of product (1.0 means a 100% yield; for example, 0.34 means a 34% yield). The reactants are [NH2:1][C:2]1[CH:7]=[CH:6][C:5]([C:8]2[NH:9][C:10](=[O:24])[C:11]3[C:16]([CH:17]4[CH2:22][CH2:21][CH2:20][CH2:19][CH2:18]4)=[N:15][N:14]([CH3:23])[C:12]=3[N:13]=2)=[C:4]([O:25][CH3:26])[CH:3]=1.[O-:27][C:28]#[N:29].[K+]. The catalyst is O. The product is [CH:17]1([C:16]2[C:11]3[C:10](=[O:24])[NH:9][C:8]([C:5]4[CH:6]=[CH:7][C:2]([NH:1][C:28]([NH2:29])=[O:27])=[CH:3][C:4]=4[O:25][CH3:26])=[N:13][C:12]=3[N:14]([CH3:23])[N:15]=2)[CH2:22][CH2:21][CH2:20][CH2:19][CH2:18]1. The yield is 0.560.